This data is from Catalyst prediction with 721,799 reactions and 888 catalyst types from USPTO. The task is: Predict which catalyst facilitates the given reaction. (1) Reactant: [CH2:1]([N:4]([CH2:26][CH2:27][CH3:28])[CH2:5][CH2:6][CH2:7][CH2:8][CH:9]([NH2:25])[CH2:10][C:11]1[CH:16]=[CH:15][C:14]([CH2:17][N:18]=[CH:19][C:20]2[NH:21][CH:22]=[CH:23][N:24]=2)=[CH:13][CH:12]=1)[CH2:2][CH3:3].[BH4-].[Na+]. Product: [CH2:26]([N:4]([CH2:1][CH2:2][CH3:3])[CH2:5][CH2:6][CH2:7][CH2:8][CH:9]([NH2:25])[CH2:10][C:11]1[CH:12]=[CH:13][C:14]([CH2:17][NH:18][CH2:19][C:20]2[NH:21][CH:22]=[CH:23][N:24]=2)=[CH:15][CH:16]=1)[CH2:27][CH3:28]. The catalyst class is: 5. (2) Reactant: C[O:2][C:3](=O)[CH2:4][C:5]1[C:6](=[O:17])[N:7]([CH2:10][C:11]2[CH:16]=[CH:15][CH:14]=[CH:13][CH:12]=2)[CH2:8][CH:9]=1.CO.[NH2:21][O:22][K].C(O)(=O)C. Product: [CH2:10]([N:7]1[CH2:8][CH:9]=[C:5]([CH2:4][C:3]([NH:21][OH:22])=[O:2])[C:6]1=[O:17])[C:11]1[CH:16]=[CH:15][CH:14]=[CH:13][CH:12]=1. The catalyst class is: 254. (3) Reactant: [CH2:1]([O:8][C:9]1[CH:10]=[C:11]([CH:15]([OH:36])[CH:16]([CH2:22][C:23]2[CH:28]=[CH:27][CH:26]=[C:25]([O:29][C:30]([F:35])([F:34])[CH:31]([F:33])[F:32])[CH:24]=2)[C:17]([O:19]CC)=[O:18])[CH:12]=[CH:13][CH:14]=1)[C:2]1[CH:7]=[CH:6][CH:5]=[CH:4][CH:3]=1.[OH-].[Na+].Cl. Product: [CH2:1]([O:8][C:9]1[CH:10]=[C:11]([CH:15]([OH:36])[CH:16]([CH2:22][C:23]2[CH:28]=[CH:27][CH:26]=[C:25]([O:29][C:30]([F:34])([F:35])[CH:31]([F:32])[F:33])[CH:24]=2)[C:17]([OH:19])=[O:18])[CH:12]=[CH:13][CH:14]=1)[C:2]1[CH:7]=[CH:6][CH:5]=[CH:4][CH:3]=1. The catalyst class is: 5. (4) Reactant: [CH3:1][O:2][C:3]([C:5]1[C:10]([C:11]([O:13][CH3:14])=[O:12])=[CH:9][CH:8]=[C:7]([O:15][C:16]2[CH:21]=[CH:20][C:19](Br)=[C:18]([CH:23]=[O:24])[CH:17]=2)[N:6]=1)=[O:4].[B:25]1([B:25]2[O:29][C:28]([CH3:31])([CH3:30])[C:27]([CH3:33])([CH3:32])[O:26]2)[O:29][C:28]([CH3:31])([CH3:30])[C:27]([CH3:33])([CH3:32])[O:26]1.C([O-])(=O)C.[K+]. Product: [CH3:1][O:2][C:3]([C:5]1[C:10]([C:11]([O:13][CH3:14])=[O:12])=[CH:9][CH:8]=[C:7]([O:15][C:16]2[CH:21]=[CH:20][C:19]([B:25]3[O:29][C:28]([CH3:31])([CH3:30])[C:27]([CH3:33])([CH3:32])[O:26]3)=[C:18]([CH:23]=[O:24])[CH:17]=2)[N:6]=1)=[O:4]. The catalyst class is: 75. (5) Reactant: [Cl:1][C:2]1[CH:3]=[C:4]([CH:32]=[CH:33][CH:34]=1)[CH2:5][N:6]1[C:14]2[C:9](=[CH:10][CH:11]=[CH:12][C:13]=2[O:15][CH2:16][CH2:17]Cl)[C:8]([S:19]([C:22]2[C:31]3[C:26](=[CH:27][CH:28]=[CH:29][CH:30]=3)[CH:25]=[CH:24][CH:23]=2)(=[O:21])=[O:20])=[N:7]1.[CH3:35][NH2:36].Cl.CCOCC. Product: [Cl:1][C:2]1[CH:3]=[C:4]([CH:32]=[CH:33][CH:34]=1)[CH2:5][N:6]1[C:14]2[C:9](=[CH:10][CH:11]=[CH:12][C:13]=2[O:15][CH2:16][CH2:17][NH:36][CH3:35])[C:8]([S:19]([C:22]2[C:31]3[C:26](=[CH:27][CH:28]=[CH:29][CH:30]=3)[CH:25]=[CH:24][CH:23]=2)(=[O:20])=[O:21])=[N:7]1. The catalyst class is: 18. (6) Reactant: FC(F)(F)C(O)=O.[CH3:8][O:9][C:10](=[O:53])[CH2:11][C:12]1[CH:17]=[CH:16][C:15]([C:18]2[CH:23]=[CH:22][C:21]([C:24]([C:29]3[CH:34]=[CH:33][C:32]([CH2:35][CH2:36][CH:37]([O:42][Si](C(C)(C)C)(C)C)[C:38]([CH3:41])([CH3:40])[CH3:39])=[C:31]([CH3:50])[CH:30]=3)([CH2:27][CH3:28])[CH2:25][CH3:26])=[CH:20][C:19]=2[CH3:51])=[CH:14][C:13]=1[F:52]. Product: [CH3:8][O:9][C:10](=[O:53])[CH2:11][C:12]1[CH:17]=[CH:16][C:15]([C:18]2[CH:23]=[CH:22][C:21]([C:24]([CH2:27][CH3:28])([C:29]3[CH:34]=[CH:33][C:32]([CH2:35][CH2:36][CH:37]([OH:42])[C:38]([CH3:41])([CH3:39])[CH3:40])=[C:31]([CH3:50])[CH:30]=3)[CH2:25][CH3:26])=[CH:20][C:19]=2[CH3:51])=[CH:14][C:13]=1[F:52]. The catalyst class is: 4. (7) Reactant: [CH3:1][N:2]1[C:10](=[O:11])[C:9]2[NH:8][C:7]([CH2:12][C:13]3[CH:18]=[CH:17][C:16]([NH:19][S:20]([C:23]4[C:24]([CH3:30])=[N:25][N:26]([CH3:29])[C:27]=4Cl)(=[O:22])=[O:21])=[CH:15][CH:14]=3)=[N:6][C:5]=2[N:4]([CH3:31])[C:3]1=[O:32]. Product: [CH3:1][N:2]1[C:10](=[O:11])[C:9]2[NH:8][C:7]([CH2:12][C:13]3[CH:18]=[CH:17][C:16]([NH:19][S:20]([C:23]4[C:24]([CH3:30])=[N:25][N:26]([CH3:29])[CH:27]=4)(=[O:22])=[O:21])=[CH:15][CH:14]=3)=[N:6][C:5]=2[N:4]([CH3:31])[C:3]1=[O:32]. The catalyst class is: 5.